This data is from NCI-60 drug combinations with 297,098 pairs across 59 cell lines. The task is: Regression. Given two drug SMILES strings and cell line genomic features, predict the synergy score measuring deviation from expected non-interaction effect. Drug 1: C1=CC(=CC=C1CCC2=CNC3=C2C(=O)NC(=N3)N)C(=O)NC(CCC(=O)O)C(=O)O. Drug 2: N.N.Cl[Pt+2]Cl. Cell line: UO-31. Synergy scores: CSS=13.8, Synergy_ZIP=-8.69, Synergy_Bliss=-8.27, Synergy_Loewe=-12.6, Synergy_HSA=-6.67.